From a dataset of Full USPTO retrosynthesis dataset with 1.9M reactions from patents (1976-2016). Predict the reactants needed to synthesize the given product. (1) The reactants are: Cl[C:2]1[CH:7]=[CH:6][N:5]=[CH:4][C:3]=1[C:8]1[N:13]=[C:12]([CH3:14])[N:11]=[C:10]([NH:15][C:16](=[O:18])[CH3:17])[CH:9]=1.[NH2:19][C:20]1[CH:28]=[CH:27][CH:26]=[C:25]2[C:21]=1[CH:22]=[CH:23][NH:24]2. Given the product [NH:24]1[C:25]2[C:21](=[C:20]([NH:19][C:2]3[CH:7]=[CH:6][N:5]=[CH:4][C:3]=3[C:8]3[N:13]=[C:12]([CH3:14])[N:11]=[C:10]([NH:15][C:16](=[O:18])[CH3:17])[CH:9]=3)[CH:28]=[CH:27][CH:26]=2)[CH:22]=[CH:23]1.[NH2:15][C:10]1[N:11]=[C:12]([CH3:14])[N:13]=[C:8]([C:3]2[CH:4]=[N:5][CH:6]=[CH:7][C:2]=2[NH:19][C:20]2[C:21]3[CH:22]=[CH:23][NH:24][C:25]=3[CH:26]=[CH:27][CH:28]=2)[CH:9]=1, predict the reactants needed to synthesize it. (2) Given the product [N:17]1[CH:18]=[CH:19][CH:20]=[CH:21][C:16]=1[NH:15][C:12]1[CH:13]=[CH:14][C:9]([O:8][C:3]2[C:2]([N:22]3[CH2:26][CH2:25][CH:24]([C:27]([OH:30])([CH3:29])[CH3:28])[CH2:23]3)=[N:7][CH:6]=[CH:5][N:4]=2)=[CH:10][CH:11]=1, predict the reactants needed to synthesize it. The reactants are: Cl[C:2]1[C:3]([O:8][C:9]2[CH:14]=[CH:13][C:12]([NH:15][C:16]3[CH:21]=[CH:20][CH:19]=[CH:18][N:17]=3)=[CH:11][CH:10]=2)=[N:4][CH:5]=[CH:6][N:7]=1.[NH:22]1[CH2:26][CH2:25][CH:24]([C:27]([OH:30])([CH3:29])[CH3:28])[CH2:23]1. (3) Given the product [CH:36]1([N:35]([CH3:34])[C:2]2[CH:3]=[C:4]([CH:25]=[CH:26][N:27]=2)[C:5]([NH:7][C:8]2[S:9][C:10]3[C:16]([N:17]4[CH2:22][CH2:21][O:20][CH2:19][CH2:18]4)=[CH:15][CH:14]=[C:13]([O:23][CH3:24])[C:11]=3[N:12]=2)=[O:6])[CH2:41][CH2:40][CH2:39][CH2:38][CH2:37]1, predict the reactants needed to synthesize it. The reactants are: Br[C:2]1[CH:3]=[C:4]([CH:25]=[CH:26][N:27]=1)[C:5]([NH:7][C:8]1[S:9][C:10]2[C:16]([N:17]3[CH2:22][CH2:21][O:20][CH2:19][CH2:18]3)=[CH:15][CH:14]=[C:13]([O:23][CH3:24])[C:11]=2[N:12]=1)=[O:6].C(=O)([O-])[O-].[Cs+].[Cs+].[CH3:34][NH:35][CH:36]1[CH2:41][CH2:40][CH2:39][CH2:38][CH2:37]1.